Dataset: Forward reaction prediction with 1.9M reactions from USPTO patents (1976-2016). Task: Predict the product of the given reaction. Given the reactants [CH3:1][O:2][C:3]1[CH:8]=[C:7]([O:9][CH3:10])[N:6]=[C:5]([CH3:11])[N:4]=1.[Br:12]N1C(=O)CCC1=O, predict the reaction product. The product is: [Br:12][C:8]1[C:7]([O:9][CH3:10])=[N:6][C:5]([CH3:11])=[N:4][C:3]=1[O:2][CH3:1].